From a dataset of Forward reaction prediction with 1.9M reactions from USPTO patents (1976-2016). Predict the product of the given reaction. The product is: [Cl:21][C:8]1[CH:9]=[C:10]([NH:13][S:14]([C:17]([F:20])([F:19])[F:18])(=[O:16])=[O:15])[CH:11]=[CH:12][C:7]=1[C:5]1[N:6]=[C:2]([C:30]2[C:31]3[C:26](=[CH:25][CH:24]=[CH:23][CH:22]=3)[CH:27]=[CH:28][CH:29]=2)[S:3][CH:4]=1. Given the reactants Br[C:2]1[S:3][CH:4]=[C:5]([C:7]2[CH:12]=[CH:11][C:10]([NH:13][S:14]([C:17]([F:20])([F:19])[F:18])(=[O:16])=[O:15])=[CH:9][C:8]=2[Cl:21])[N:6]=1.[C:22]1(B(O)O)[C:31]2[C:26](=[CH:27][CH:28]=[CH:29][CH:30]=2)[CH:25]=[CH:24][CH:23]=1.C(=O)([O-])[O-].[Cs+].[Cs+].CN(C)C=O, predict the reaction product.